Dataset: Catalyst prediction with 721,799 reactions and 888 catalyst types from USPTO. Task: Predict which catalyst facilitates the given reaction. (1) Reactant: [Br:1][CH2:2][CH2:3][OH:4].N1C=CN=C1.[C:10]([Si:14]([C:22]1[CH:27]=[CH:26][CH:25]=[CH:24][CH:23]=1)([C:16]1[CH:21]=[CH:20][CH:19]=[CH:18][CH:17]=1)Cl)([CH3:13])([CH3:12])[CH3:11]. Product: [Br:1][CH2:2][CH2:3][O:4][Si:14]([C:10]([CH3:13])([CH3:12])[CH3:11])([C:22]1[CH:23]=[CH:24][CH:25]=[CH:26][CH:27]=1)[C:16]1[CH:21]=[CH:20][CH:19]=[CH:18][CH:17]=1. The catalyst class is: 4. (2) Reactant: [Br-].[Mg+2].[Br-].[Cl:4][C:5]1[C:6]([F:26])=[C:7]([NH:11][C:12]2[C:21]3[C:16](=[CH:17][C:18]([O:24]C)=[C:19]([CH:22]=[O:23])[CH:20]=3)[N:15]=[CH:14][N:13]=2)[CH:8]=[CH:9][CH:10]=1. Product: [Cl:4][C:5]1[C:6]([F:26])=[C:7]([NH:11][C:12]2[C:21]3[C:16](=[CH:17][C:18]([OH:24])=[C:19]([CH:22]=[O:23])[CH:20]=3)[N:15]=[CH:14][N:13]=2)[CH:8]=[CH:9][CH:10]=1. The catalyst class is: 228. (3) Reactant: [CH3:1][N:2]1[C:10]([CH:11]=O)=[N:9][C:8]2[C:3]1=[N:4][C:5]([N:19]1[C:23]3[CH:24]=[CH:25][CH:26]=[CH:27][C:22]=3[N:21]=[C:20]1[CH3:28])=[N:6][C:7]=2[N:13]1[CH2:18][CH2:17][O:16][CH2:15][CH2:14]1.[O:29]1[C:33]2([CH2:38][CH2:37][NH:36][CH2:35][CH2:34]2)[CH2:32][NH:31][C:30]1=[O:39].C(O[BH-](OC(=O)C)OC(=O)C)(=O)C.[Na+]. Product: [CH3:1][N:2]1[C:10]([CH2:11][N:36]2[CH2:35][CH2:34][C:33]3([O:29][C:30](=[O:39])[NH:31][CH2:32]3)[CH2:38][CH2:37]2)=[N:9][C:8]2[C:3]1=[N:4][C:5]([N:19]1[C:23]3[CH:24]=[CH:25][CH:26]=[CH:27][C:22]=3[N:21]=[C:20]1[CH3:28])=[N:6][C:7]=2[N:13]1[CH2:14][CH2:15][O:16][CH2:17][CH2:18]1. The catalyst class is: 26. (4) Reactant: C(OC([C:6]1[C:10]([CH:11]([CH2:16][CH2:17][O:18][CH3:19])[CH2:12][CH2:13][O:14][CH3:15])=[CH:9][NH:8][CH:7]=1)=O)C.[OH-].[Na+].O.C(Cl)Cl. Product: [CH3:15][O:14][CH2:13][CH2:12][CH:11]([C:10]1[CH:6]=[CH:7][NH:8][CH:9]=1)[CH2:16][CH2:17][O:18][CH3:19]. The catalyst class is: 196. (5) Reactant: [C:1]([O:5][C:6]([N:8]([CH2:12][C:13]1[CH:14]=[C:15]([CH2:20][C:21]([OH:23])=O)[CH:16]=[CH:17][C:18]=1[Cl:19])[CH:9]1[CH2:11][CH2:10]1)=[O:7])([CH3:4])([CH3:3])[CH3:2].[CH:24]1([NH2:27])[CH2:26][CH2:25]1. Product: [C:1]([O:5][C:6](=[O:7])[N:8]([CH2:12][C:13]1[CH:14]=[C:15]([CH2:20][C:21](=[O:23])[NH:27][CH:24]2[CH2:26][CH2:25]2)[CH:16]=[CH:17][C:18]=1[Cl:19])[CH:9]1[CH2:10][CH2:11]1)([CH3:4])([CH3:3])[CH3:2]. The catalyst class is: 2. (6) Reactant: [CH3:1][NH:2][C:3]1[CH:8]=[CH:7][C:6]([C:9]([N:11]2[CH2:16][CH2:15][CH:14]([C:17]3[CH:22]=[CH:21][C:20]([C:23]4[CH:24]=[N:25][N:26]([CH3:28])[CH:27]=4)=[CH:19][CH:18]=3)[CH2:13][CH2:12]2)=[O:10])=[CH:5][C:4]=1[N+:29]([O-])=O. Product: [NH2:29][C:4]1[CH:5]=[C:6]([C:9]([N:11]2[CH2:12][CH2:13][CH:14]([C:17]3[CH:22]=[CH:21][C:20]([C:23]4[CH:24]=[N:25][N:26]([CH3:28])[CH:27]=4)=[CH:19][CH:18]=3)[CH2:15][CH2:16]2)=[O:10])[CH:7]=[CH:8][C:3]=1[NH:2][CH3:1]. The catalyst class is: 19. (7) Reactant: [CH2:1]1[C:10]2[C:5](=[CH:6][CH:7]=[CH:8][CH:9]=2)[CH2:4][CH2:3][NH:2]1.Br[CH2:12][C:13]([O:15][CH2:16][CH3:17])=[O:14].C([O-])([O-])=O.[Cs+].[Cs+]. Product: [CH2:16]([O:15][C:13](=[O:14])[CH2:12][N:2]1[CH2:3][CH2:4][C:5]2[C:10](=[CH:9][CH:8]=[CH:7][CH:6]=2)[CH2:1]1)[CH3:17]. The catalyst class is: 9. (8) Reactant: Cl[CH:2]([CH2:7][C:8]1[CH:13]=[CH:12][CH:11]=[C:10]([C:14]([F:17])([F:16])[F:15])[CH:9]=1)[C:3]([O:5]C)=O.[CH3:18][C:19]1[CH:24]=[CH:23][C:22]([NH:25][C:26]([NH2:28])=[S:27])=[CH:21][CH:20]=1.C([O-])(=O)C.[Na+]. Product: [F:15][C:14]([F:17])([F:16])[C:10]1[CH:9]=[C:8]([CH:13]=[CH:12][CH:11]=1)[CH2:7][CH:2]1[S:27][C:26](=[N:25][C:22]2[CH:23]=[CH:24][C:19]([CH3:18])=[CH:20][CH:21]=2)[NH:28][C:3]1=[O:5]. The catalyst class is: 8. (9) Reactant: [Cl:1][C:2]1[CH:3]=[C:4]([OH:13])[CH:5]=[N:6][C:7]=1[O:8][CH2:9][CH:10]([CH3:12])[CH3:11].C(=O)([O-])[O-].[K+].[K+].F[C:21]1[CH:28]=[CH:27][C:24]([C:25]#[N:26])=[CH:23][CH:22]=1. Product: [Cl:1][C:2]1[CH:3]=[C:4]([O:13][C:21]2[CH:28]=[CH:27][C:24]([C:25]#[N:26])=[CH:23][CH:22]=2)[CH:5]=[N:6][C:7]=1[O:8][CH2:9][CH:10]([CH3:11])[CH3:12]. The catalyst class is: 58. (10) Reactant: [CH2:1]([C@@H:5]([CH2:11][C:12]([O-:14])=[O:13])[CH2:6][C:7]([O:9][CH3:10])=[O:8])[CH:2]([CH3:4])[CH3:3].[CH2:15](C(CC([O-])=O)CC(OC)=O)[CH:16]([CH3:18])[CH3:17].C(O)(C)(C)C.CN(C1C=CC=CN=1)C.C1(N=C=NC2CCCCC2)CCCCC1. Product: [CH2:1]([C@@H:5]([CH2:11][C:12]([O:14][C:16]([CH3:18])([CH3:17])[CH3:15])=[O:13])[CH2:6][C:7]([O:9][CH3:10])=[O:8])[CH:2]([CH3:4])[CH3:3]. The catalyst class is: 4.